From a dataset of HIV replication inhibition screening data with 41,000+ compounds from the AIDS Antiviral Screen. Binary Classification. Given a drug SMILES string, predict its activity (active/inactive) in a high-throughput screening assay against a specified biological target. (1) The compound is CC=C1C=[N+]([O-])C2CC1C(C(=O)OC)C13CC(OC)OC21Nc1ccccc13. The result is 0 (inactive). (2) The drug is COc1ccc2cc(Oc3ccc(Cl)cc3)c(=O)oc2c1. The result is 0 (inactive). (3) The compound is N#CC(=CNC(=S)Nc1ccc(S(N)(=O)=O)cc1)C(=O)c1ccc2ccccc2c1. The result is 0 (inactive). (4) The molecule is COC(=O)CC(SCCCl)SCCCl. The result is 0 (inactive). (5) The compound is Cc1nc2c(O)nncc2[nH]1. The result is 0 (inactive).